Dataset: Reaction yield outcomes from USPTO patents with 853,638 reactions. Task: Predict the reaction yield, written as a fraction of the theoretical maximum amount of product (1.0 means a 100% yield; for example, 0.34 means a 34% yield). (1) The product is [F:26][C:27]1[C:32]([C:2]2[CH:3]=[C:4]([C:8]3([C:18]4[CH:23]=[CH:22][N:21]=[C:20]([O:24][CH3:25])[CH:19]=4)[C:16]4[C:11](=[CH:12][CH:13]=[CH:14][CH:15]=4)[C:10]([NH2:17])=[N:9]3)[CH:5]=[CH:6][CH:7]=2)=[CH:31][CH:30]=[CH:29][N:28]=1. The yield is 0.230. The reactants are Br[C:2]1[CH:3]=[C:4]([C:8]2([C:18]3[CH:23]=[CH:22][N:21]=[C:20]([O:24][CH3:25])[CH:19]=3)[C:16]3[C:11](=[CH:12][CH:13]=[CH:14][CH:15]=3)[C:10]([NH2:17])=[N:9]2)[CH:5]=[CH:6][CH:7]=1.[F:26][C:27]1[C:32](B(O)O)=[CH:31][CH:30]=[CH:29][N:28]=1. No catalyst specified. (2) The reactants are [NH2:1][C:2]1[N:7]=[CH:6][N:5]=[C:4]2[N:8]([CH:27]([CH3:29])[CH3:28])[N:9]=[C:10]([C:11]3[CH:12]=[C:13]4[C:17](=[CH:18][CH:19]=3)[N:16](C(OC(C)(C)C)=O)[CH:15]=[CH:14]4)[C:3]=12.C(O)(C(F)(F)F)=O. The catalyst is C(Cl)Cl. The product is [NH:16]1[C:17]2[C:13](=[CH:12][C:11]([C:10]3[C:3]4[C:4](=[N:5][CH:6]=[N:7][C:2]=4[NH2:1])[N:8]([CH:27]([CH3:29])[CH3:28])[N:9]=3)=[CH:19][CH:18]=2)[CH:14]=[CH:15]1. The yield is 0.750. (3) The reactants are [C:1]([OH:7])(=[O:6])[CH2:2][C:3]([OH:5])=O.[CH2:8]([K])[CH3:9].[Mg+2].[Cl-].[Cl-].[F:14][C:15]1[C:16](C(O)=O)=[N:17][CH:18]=[CH:19][CH:20]=1.C(N1C=CN=C1)(N1C=CN=C1)=O. The catalyst is O1CCCC1.O. The product is [CH2:8]([O:7][C:1](=[O:6])[CH2:2][C:3]([C:16]1[C:15]([F:14])=[CH:20][CH:19]=[CH:18][N:17]=1)=[O:5])[CH3:9]. The yield is 0.400. (4) The reactants are C[O:2][C:3](=[O:21])[CH2:4][NH:5][C:6]([C:8]1[CH:13]=[C:12]([C:14]2[CH:19]=[CH:18][C:17]([CH3:20])=[CH:16][CH:15]=2)[CH:11]=[CH:10][N:9]=1)=[O:7].O.O[Li].O.Cl. The catalyst is C1COCC1. The product is [CH3:20][C:17]1[CH:16]=[CH:15][C:14]([C:12]2[CH:11]=[CH:10][N:9]=[C:8]([C:6]([NH:5][CH2:4][C:3]([OH:21])=[O:2])=[O:7])[CH:13]=2)=[CH:19][CH:18]=1. The yield is 0.120. (5) The reactants are [F:1][C:2]1[CH:11]=[C:10]([O:12][CH3:13])[CH:9]=[CH:8][C:3]=1[C:4]([NH:6][NH2:7])=[O:5].CS[C:16](=[NH:18])[NH2:17].[OH-].[Na+]. The catalyst is O. The product is [NH2:17][C:16](=[N:7][NH:6][C:4](=[O:5])[C:3]1[CH:8]=[CH:9][C:10]([O:12][CH3:13])=[CH:11][C:2]=1[F:1])[NH2:18]. The yield is 0.420. (6) The reactants are [F:1][C:2]1[CH:3]=[C:4]([CH:42]=[CH:43][CH:44]=1)[CH2:5][N:6]1[CH:10]=[C:9]([C:11]2[C:19]3[C:14](=[N:15][CH:16]=[C:17]([C:20]4[CH:21]=[N:22][C:23]([N:26]5[CH2:31][CH2:30][NH:29][CH2:28][CH2:27]5)=[CH:24][CH:25]=4)[CH:18]=3)[N:13]([S:32]([C:35]3[CH:41]=[CH:40][C:38]([CH3:39])=[CH:37][CH:36]=3)(=[O:34])=[O:33])[CH:12]=2)[CH:8]=[N:7]1.FC1C=C(C=CC=1)CN1C=C(C2C3C(=NC=C(C4C=NC(N5CCN(C)CC5)=CC=4)C=3)NC=2)C=N1.Cl[CH2:81][C:82]([NH2:84])=[O:83].C(=O)(O)[O-].[Na+]. The catalyst is C(O)C.CC(C)=O. The product is [F:1][C:2]1[CH:3]=[C:4]([CH:42]=[CH:43][CH:44]=1)[CH2:5][N:6]1[CH:10]=[C:9]([C:11]2[C:19]3[C:14](=[N:15][CH:16]=[C:17]([C:20]4[CH:25]=[CH:24][C:23]([N:26]5[CH2:31][CH2:30][N:29]([CH2:81][C:82]([NH2:84])=[O:83])[CH2:28][CH2:27]5)=[N:22][CH:21]=4)[CH:18]=3)[N:13]([S:32]([C:35]3[CH:41]=[CH:40][C:38]([CH3:39])=[CH:37][CH:36]=3)(=[O:34])=[O:33])[CH:12]=2)[CH:8]=[N:7]1. The yield is 0.730. (7) The reactants are [NH2:1][C:2]1[S:3][C:4]([CH3:10])=[C:5]([CH3:9])[C:6]=1[C:7]#[N:8].[C:11](O)(=O)[CH3:12].[NH3:15].C(OCC)(OCC)(OCC)C. No catalyst specified. The product is [CH3:11][C:12]1[N:8]=[C:7]([NH2:15])[C:6]2[C:5]([CH3:9])=[C:4]([CH3:10])[S:3][C:2]=2[N:1]=1. The yield is 0.600.